Dataset: Catalyst prediction with 721,799 reactions and 888 catalyst types from USPTO. Task: Predict which catalyst facilitates the given reaction. (1) Reactant: [Cl:1][C:2]1[CH:8]=[C:7]([O:9][C:10]2[C:19]3[C:14](=[CH:15][C:16]([O:22][CH3:23])=[C:17]([O:20][CH3:21])[CH:18]=3)[N:13]=[CH:12][N:11]=2)[CH:6]=[CH:5][C:3]=1[NH2:4].Cl[C:25](Cl)([O:27][C:28](=[O:34])OC(Cl)(Cl)Cl)Cl.[CH:36]1(CO)[CH2:40][CH2:39][CH2:38][CH2:37]1.C(=O)(O)[O-].[Na+]. Product: [Cl:1][C:2]1[CH:8]=[C:7]([O:9][C:10]2[C:19]3[C:14](=[CH:15][C:16]([O:22][CH3:23])=[C:17]([O:20][CH3:21])[CH:18]=3)[N:13]=[CH:12][N:11]=2)[CH:6]=[CH:5][C:3]=1[NH:4][C:28](=[O:34])[O:27][CH2:25][CH:36]1[CH2:40][CH2:39][CH2:38][CH2:37]1. The catalyst class is: 208. (2) Reactant: [Cl:1][C:2]1[N:7]=[CH:6][N:5]=[C:4]([C:8](Cl)=[O:9])[CH:3]=1.[CH3:11][C:12]1[C:17]2[NH:18][C:19](=[O:21])[S:20][C:16]=2[CH:15]=[CH:14][CH:13]=1.[Cl-].[Cl-].[Cl-].[Al+3]. Product: [Cl:1][C:2]1[N:7]=[CH:6][N:5]=[C:4]([C:8]([C:14]2[CH:13]=[C:12]([CH3:11])[C:17]3[NH:18][C:19](=[O:21])[S:20][C:16]=3[CH:15]=2)=[O:9])[CH:3]=1. The catalyst class is: 25.